From a dataset of Full USPTO retrosynthesis dataset with 1.9M reactions from patents (1976-2016). Predict the reactants needed to synthesize the given product. (1) Given the product [CH3:18][O:17][C:16](=[O:19])[NH:15][CH2:14][CH2:13][CH2:12][N:8]1[C:6]2=[N:7][C:2]([Cl:1])=[CH:3][N:4]=[C:5]2[C:10]([C:29](=[O:28])[CH3:30])=[CH:9]1, predict the reactants needed to synthesize it. The reactants are: [Cl:1][C:2]1[N:7]=[C:6]2[N:8]([CH2:12][CH2:13][CH2:14][NH:15][C:16](=[O:19])[O:17][CH3:18])[CH:9]=[C:10](I)[C:5]2=[N:4][CH:3]=1.Cl.[OH-].[Na+].C(=O)([O-])O.[Na+].[O:28]1CCO[CH2:30][CH2:29]1. (2) Given the product [NH2:6][C:5]([CH2:7][CH2:8][CH2:9][CH3:10])([CH2:1][CH2:2][CH2:3][CH3:4])[CH2:11][OH:12], predict the reactants needed to synthesize it. The reactants are: [CH2:1]([C:5]([C:11](OCC)=[O:12])([CH2:7][CH2:8][CH2:9][CH3:10])[NH2:6])[CH2:2][CH2:3][CH3:4].[H-].[H-].[H-].[H-].[Li+].[Al+3].O.[OH-].[Na+]. (3) Given the product [CH3:11][O:12][C:13]([C:15]1[NH:16][C:17]([CH:21]=[C:3]2[C:4]3[C:9](=[CH:8][CH:7]=[CH:6][CH:5]=3)[NH:1][C:2]2=[O:10])=[C:18]([CH3:20])[CH:19]=1)=[O:14], predict the reactants needed to synthesize it. The reactants are: [NH:1]1[C:9]2[C:4](=[CH:5][CH:6]=[CH:7][CH:8]=2)[CH2:3][C:2]1=[O:10].[CH3:11][O:12][C:13]([C:15]1[NH:16][C:17]([CH:21]=O)=[C:18]([CH3:20])[CH:19]=1)=[O:14].